Predict the reactants needed to synthesize the given product. From a dataset of Full USPTO retrosynthesis dataset with 1.9M reactions from patents (1976-2016). (1) Given the product [C:1]([N:9]1[CH2:10][CH2:11][N:6]([C:12]2[CH:13]=[CH:14][C:15]([C:18]3([C:21]([N:23]4[CH2:27][CH2:26][C@@:25]5([C:31]6[CH:32]=[CH:33][CH:34]=[CH:35][C:30]=6[C:29](=[O:36])[O:28]5)[CH2:24]4)=[O:22])[CH2:20][CH2:19]3)=[CH:16][CH:17]=2)[CH2:7][CH2:8]1)(=[O:4])[CH:2]([CH3:37])[CH3:3], predict the reactants needed to synthesize it. The reactants are: [C:1](Cl)(=[O:4])[CH2:2][CH3:3].[N:6]1([C:12]2[CH:17]=[CH:16][C:15]([C:18]3([C:21]([N:23]4[CH2:27][CH2:26][C@@:25]5([C:31]6[CH:32]=[CH:33][CH:34]=[CH:35][C:30]=6[C:29](=[O:36])[O:28]5)[CH2:24]4)=[O:22])[CH2:20][CH2:19]3)=[CH:14][CH:13]=2)[CH2:11][CH2:10][NH:9][CH2:8][CH2:7]1.[CH:37](N(CC)C(C)C)(C)C.C(Cl)Cl. (2) Given the product [CH3:11][C:10]1[N:9]=[N:8][N:5]2[CH:6]=[CH:7][C:2]([B:15]([OH:19])[OH:16])=[CH:3][C:4]=12, predict the reactants needed to synthesize it. The reactants are: Br[C:2]1[CH:7]=[CH:6][N:5]2[N:8]=[N:9][C:10]([CH3:11])=[C:4]2[CH:3]=1.C(Cl)Cl.[B:15]1(B2OC(C)(C)C(C)(C)O2)[O:19]C(C)(C)C(C)(C)[O:16]1.CC([O-])=O.[K+]. (3) Given the product [CH3:17][O:16][C:13]1[CH:14]=[CH:15][C:10]([C:7]2([C:8]#[N:9])[C:1]3([CH2:6][CH2:5][CH2:4][CH2:3][CH2:2]3)[O:26]2)=[CH:11][CH:12]=1, predict the reactants needed to synthesize it. The reactants are: [C:1]1(=[C:7]([C:10]2[CH:15]=[CH:14][C:13]([O:16][CH3:17])=[CH:12][CH:11]=2)[C:8]#[N:9])[CH2:6][CH2:5][CH2:4][CH2:3][CH2:2]1.ClC1C=CC=C(C(OO)=[O:26])C=1. (4) Given the product [CH2:42]([O:41][C:39](=[O:40])[CH2:38][CH2:37][CH2:36][CH2:35][CH2:34][CH2:33][O:7][C:1]1[CH:6]=[CH:5][CH:4]=[CH:3][CH:2]=1)[CH3:43], predict the reactants needed to synthesize it. The reactants are: [C:1]1([OH:7])[CH:6]=[CH:5][CH:4]=[CH:3][CH:2]=1.C1OCCOCCOCCOCCOCCOC1.C(=O)([O-])[O-].[K+].[K+].Br[CH2:33][CH2:34][CH2:35][CH2:36][CH2:37][CH2:38][C:39]([O:41][CH2:42][CH3:43])=[O:40]. (5) Given the product [CH3:1][C:2]1[CH:3]=[CH:4][C:5]([C:12]2[CH:17]=[CH:16][CH:15]=[CH:14][N:13]=2)=[C:6]([CH:11]=1)[C:7]([OH:9])=[O:8], predict the reactants needed to synthesize it. The reactants are: [CH3:1][C:2]1[CH:3]=[CH:4][C:5]([C:12]2[CH:17]=[CH:16][CH:15]=[CH:14][N:13]=2)=[C:6]([CH:11]=1)[C:7]([O:9]C)=[O:8].[OH-].[Na+].